From a dataset of NCI-60 drug combinations with 297,098 pairs across 59 cell lines. Regression. Given two drug SMILES strings and cell line genomic features, predict the synergy score measuring deviation from expected non-interaction effect. (1) Synergy scores: CSS=41.1, Synergy_ZIP=-2.27, Synergy_Bliss=-2.58, Synergy_Loewe=-18.6, Synergy_HSA=-2.63. Drug 1: CC1=C2C(C(=O)C3(C(CC4C(C3C(C(C2(C)C)(CC1OC(=O)C(C(C5=CC=CC=C5)NC(=O)C6=CC=CC=C6)O)O)OC(=O)C7=CC=CC=C7)(CO4)OC(=O)C)O)C)OC(=O)C. Drug 2: CC=C1C(=O)NC(C(=O)OC2CC(=O)NC(C(=O)NC(CSSCCC=C2)C(=O)N1)C(C)C)C(C)C. Cell line: K-562. (2) Synergy scores: CSS=26.6, Synergy_ZIP=3.32, Synergy_Bliss=5.71, Synergy_Loewe=-16.2, Synergy_HSA=6.13. Drug 2: C1CC(=O)NC(=O)C1N2C(=O)C3=CC=CC=C3C2=O. Cell line: TK-10. Drug 1: CN1CCC(CC1)COC2=C(C=C3C(=C2)N=CN=C3NC4=C(C=C(C=C4)Br)F)OC.